This data is from Experimentally validated miRNA-target interactions with 360,000+ pairs, plus equal number of negative samples. The task is: Binary Classification. Given a miRNA mature sequence and a target amino acid sequence, predict their likelihood of interaction. (1) The miRNA is mmu-miR-6951-5p with sequence UUGUAUUUGUGUGAUUAAAGU. The protein sequence of the target gene is MDERLLGPPPPGGGRGGLGLVGAEPGGPGEPPGGGDPGGGSGGVPGGRGKQDIGDILQQIMTITDQSLDEAQAKKHALNCHRMKPALFSVLCEIKEKTGLSIRSSQEEEPVDPQLMRLDNMLLAEGVAGPEKGGGSAAAAAAAAASGGGVSPDNSIEHSDYRSKLAQIRHIYHSELEKYEQACNEFTTHVMNLLREQSRTRPVAPKEMERMVSIIHRKFSAIQMQLKQSTCEAVMILRSRFLDARRKRRNFSKQATEVLNEYFYSHLSNPYPSEEAKEELAKKCGITVSQVSNWFGNKRI.... Result: 0 (no interaction). (2) The miRNA is hsa-miR-6875-3p with sequence AUUCUUCCUGCCCUGGCUCCAU. The protein sequence of the target gene is MAPSGLKAVVGEKILSGVIRSVKKDGEWKVLIMDHPSMRILSSCCKMSDILAEGITIVEDINKRREPIPSLEAIYLLSPTEKSVQALIKDFQGTPTFTYKAAHIFFTDTCPEPLFSELGRSRLAKVVKTLKEIHLAFLPYEAQVFSLDAPHSTYNLYCPFRAEERTRQLEVLAQQIATLCATLQEYPAIRYRKGPEDTAQLAHAVLAKLNAFKADTPSLGEGPEKTRSQLLIMDRAADPVSPLLHELTFQAMAYDLLDIEQDTYRYETTGLSEAREKAVLLDEDDDLWVELRHMHIADVS.... Result: 1 (interaction).